From a dataset of HIV replication inhibition screening data with 41,000+ compounds from the AIDS Antiviral Screen. Binary Classification. Given a drug SMILES string, predict its activity (active/inactive) in a high-throughput screening assay against a specified biological target. (1) The compound is Cc1cccc(C[PH](c2ccccc2)(c2ccccc2)c2ccccc2)c1. The result is 0 (inactive). (2) The drug is COCc1cn(C2C=CC(CO)O2)c(=O)[nH]c1=O. The result is 1 (active). (3) The compound is FC(F)(F)c1ccc2nc(Nc3ccc(Cl)c(Cl)c3)c(-c3ccccc3)nc2c1. The result is 0 (inactive). (4) The molecule is I.O=C(NNC1=NCCN1)c1ccco1. The result is 0 (inactive). (5) The drug is Cc1ccc(OS(=O)(=O)c2ccccc2[N+](=O)[O-])cc1. The result is 1 (active). (6) The molecule is CCc1c(Cc2ccccc2)n(COCCCO[Si](C)(C)C(C)(C)C)c(=O)[nH]c1=O. The result is 0 (inactive). (7) The compound is O=S1c2ccccc2N=C(c2ccc(Cl)cc2)CC1c1cccs1. The result is 0 (inactive). (8) The molecule is CN1C(=O)c2ccccc2Cc2c(N3CCCC3)ncnc21. The result is 0 (inactive).